From a dataset of Forward reaction prediction with 1.9M reactions from USPTO patents (1976-2016). Predict the product of the given reaction. (1) Given the reactants [CH3:1][N:2]1[C:6]2[CH:7]=[CH:8][C:9]([C:11]([O:13]C)=[O:12])=[CH:10][C:5]=2[N:4]=[C:3]1[N:15]1[CH2:19][CH2:18][CH2:17][CH2:16]1.[OH-].[K+].OS([O-])(=O)=O.[K+], predict the reaction product. The product is: [CH3:1][N:2]1[C:6]2[CH:7]=[CH:8][C:9]([C:11]([OH:13])=[O:12])=[CH:10][C:5]=2[N:4]=[C:3]1[N:15]1[CH2:19][CH2:18][CH2:17][CH2:16]1. (2) Given the reactants [F:1][C:2]1([F:29])[CH2:7][CH2:6][N:5]([C:8]([C:10]2[NH:28][C:13]3=[N:14][CH:15]=[C:16]([O:18][CH:19]4[CH2:24][CH2:23][N:22]([CH:25]([CH3:27])[CH3:26])[CH2:21][CH2:20]4)[CH:17]=[C:12]3[CH:11]=2)=[O:9])[CH2:4][CH2:3]1.[H-].[Na+].CS(O[CH2:37][C:38]([F:41])([F:40])[F:39])(=O)=O, predict the reaction product. The product is: [F:29][C:2]1([F:1])[CH2:7][CH2:6][N:5]([C:8]([C:10]2[N:28]([CH2:37][C:38]([F:41])([F:40])[F:39])[C:13]3=[N:14][CH:15]=[C:16]([O:18][CH:19]4[CH2:20][CH2:21][N:22]([CH:25]([CH3:27])[CH3:26])[CH2:23][CH2:24]4)[CH:17]=[C:12]3[CH:11]=2)=[O:9])[CH2:4][CH2:3]1. (3) Given the reactants [CH3:1][O:2][C:3](=[O:19])[C:4]1[CH:9]=[C:8](I)[C:7]([C:11]([F:14])([F:13])[F:12])=[CH:6][C:5]=1[NH:15][C:16](=[O:18])[CH3:17].C([Sn](CCCC)(CCCC)[CH:25]=[CH:26][O:27][CH2:28][CH3:29])CCC, predict the reaction product. The product is: [CH3:1][O:2][C:3](=[O:19])[C:4]1[CH:9]=[C:8]([C:26]([O:27][CH2:28][CH3:29])=[CH2:25])[C:7]([C:11]([F:14])([F:13])[F:12])=[CH:6][C:5]=1[NH:15][C:16](=[O:18])[CH3:17]. (4) Given the reactants [Br:1][C:2]1[CH:7]=[CH:6][C:5]([C:8]2[CH:13]=[CH:12][C:11]([C:14](=O)[CH2:15][CH2:16][C:17]([OH:19])=[O:18])=[CH:10][CH:9]=2)=[C:4]([F:21])[CH:3]=1.Cl.[NH2:23][OH:24], predict the reaction product. The product is: [Br:1][C:2]1[CH:7]=[CH:6][C:5]([C:8]2[CH:13]=[CH:12][C:11]([C:14](=[N:23][OH:24])[CH2:15][CH2:16][C:17]([OH:19])=[O:18])=[CH:10][CH:9]=2)=[C:4]([F:21])[CH:3]=1.